From a dataset of Catalyst prediction with 721,799 reactions and 888 catalyst types from USPTO. Predict which catalyst facilitates the given reaction. Reactant: C([Si](C)(C)[O:6][CH2:7][C@H:8]([N:10]1[C:15]2=[N:16][C:17]([NH:20][C:21]3[CH:26]=[CH:25][C:24]([F:27])=[CH:23][CH:22]=3)=[N:18][CH:19]=[C:14]2[CH2:13][N:12]([C:28]2[CH:33]=[CH:32][C:31]([CH2:34][CH3:35])=[CH:30][CH:29]=2)[C:11]1=[O:36])[CH3:9])(C)(C)C.N1C=CC=CC=1.F. The catalyst class is: 17. Product: [CH2:34]([C:31]1[CH:32]=[CH:33][C:28]([N:12]2[CH2:13][C:14]3[C:15](=[N:16][C:17]([NH:20][C:21]4[CH:26]=[CH:25][C:24]([F:27])=[CH:23][CH:22]=4)=[N:18][CH:19]=3)[N:10]([C@H:8]([CH3:9])[CH2:7][OH:6])[C:11]2=[O:36])=[CH:29][CH:30]=1)[CH3:35].